This data is from Catalyst prediction with 721,799 reactions and 888 catalyst types from USPTO. The task is: Predict which catalyst facilitates the given reaction. (1) Reactant: [Br:1][C:2]1[CH:11]=[CH:10][C:5]([C:6]([O:8]C)=O)=[C:4]([S:12]([CH3:15])(=[O:14])=[O:13])[CH:3]=1.[H-].[Na+].O. Product: [Br:1][C:2]1[CH:11]=[CH:10][C:5]2[C:6](=[O:8])[CH2:15][S:12](=[O:14])(=[O:13])[C:4]=2[CH:3]=1. The catalyst class is: 1. (2) Reactant: C(Cl)(=O)C.[C:5]([C:8]1[CH:9]=[CH:10][C:11]([CH:17]2[CH2:22][CH2:21][CH2:20][N:19](C(OC(C)(C)C)=O)[CH2:18]2)=[C:12]2[C:16]=1[NH:15][CH:14]=[CH:13]2)(=[O:7])[NH2:6]. Product: [NH:19]1[CH2:20][CH2:21][CH2:22][CH:17]([C:11]2[CH:10]=[CH:9][C:8]([C:5]([NH2:6])=[O:7])=[C:16]3[C:12]=2[CH:13]=[CH:14][NH:15]3)[CH2:18]1. The catalyst class is: 5. (3) Reactant: C([O:3][P:4]([CH2:9][CH2:10][C:11]([CH3:34])=[CH:12][CH2:13][C:14]1[C:15]([O:27]CC[Si](C)(C)C)=[C:16]2[C:20](=[C:21]([CH3:25])[C:22]=1[O:23][CH3:24])[CH2:19][O:18][C:17]2=[O:26])(=[O:8])[O:5]CC)C.C[Si](Br)(C)C.N1C(C)=CC=CC=1C. The catalyst class is: 85. Product: [OH:27][C:15]1[C:14]([CH2:13][CH:12]=[C:11]([CH3:34])[CH2:10][CH2:9][P:4](=[O:3])([OH:8])[OH:5])=[C:22]([O:23][CH3:24])[C:21]([CH3:25])=[C:20]2[C:16]=1[C:17](=[O:26])[O:18][CH2:19]2.